This data is from Full USPTO retrosynthesis dataset with 1.9M reactions from patents (1976-2016). The task is: Predict the reactants needed to synthesize the given product. (1) Given the product [NH2:1][C:2]1([C:6]2[CH:7]=[CH:8][C:9]([C:12]3[C:17]([C:18]4[CH:23]=[CH:22][CH:21]=[CH:20][CH:19]=4)=[CH:16][N:15]4[C:24]([C:27]([NH2:28])=[O:29])=[CH:25][N:26]=[C:14]4[N:13]=3)=[CH:10][CH:11]=2)[CH2:5][CH2:4][CH2:3]1, predict the reactants needed to synthesize it. The reactants are: [NH2:1][C:2]1([C:6]2[CH:11]=[CH:10][C:9]([C:12]3[C:17]([C:18]4[CH:23]=[CH:22][CH:21]=[CH:20][CH:19]=4)=[CH:16][N:15]4[C:24]([C:27]#[N:28])=[CH:25][N:26]=[C:14]4[N:13]=3)=[CH:8][CH:7]=2)[CH2:5][CH2:4][CH2:3]1.[OH:29]O. (2) Given the product [CH2:1]([O:3][C:4]([C:6]1[C:7]([OH:24])=[C:8]2[C:15]([Cl:16])=[CH:14][N:13]([CH2:17][C:18]3[CH:23]=[CH:22][CH:21]=[CH:20][CH:19]=3)[C:9]2=[C:10]([CH2:25][CH3:26])[N:11]=1)=[O:5])[CH3:2], predict the reactants needed to synthesize it. The reactants are: [CH2:1]([O:3][C:4]([C:6]1[C:7]([OH:24])=[C:8]2[C:15]([Cl:16])=[CH:14][N:13]([CH2:17][C:18]3[CH:23]=[CH:22][CH:21]=[CH:20][CH:19]=3)[C:9]2=[C:10](Cl)[N:11]=1)=[O:5])[CH3:2].[CH2:25]([Sn](CC)(CC)CC)[CH3:26]. (3) Given the product [Na+:45].[CH:33]1([C:30]2[C:31]3[C:26](=[C:25]([O:36][CH3:37])[CH:24]=[C:23]([C:21]([N:18]4[CH2:17][CH2:16][C:15]5([CH2:14][C:13](=[O:42])[C:12]6[C:39](=[CH:40][CH:41]=[C:10]([C:8]7[CH:7]=[N:6][CH:5]=[C:4]([CH:9]=7)[C:3]([O-:43])=[O:2])[CH:11]=6)[O:38]5)[CH2:20][CH2:19]4)=[O:22])[CH:32]=3)[CH:27]=[CH:28][N:29]=2)[CH2:35][CH2:34]1, predict the reactants needed to synthesize it. The reactants are: C[O:2][C:3](=[O:43])[C:4]1[CH:9]=[C:8]([C:10]2[CH:11]=[C:12]3[C:39](=[CH:40][CH:41]=2)[O:38][C:15]2([CH2:20][CH2:19][N:18]([C:21]([C:23]4[CH:32]=[C:31]5[C:26]([CH:27]=[CH:28][N:29]=[C:30]5[CH:33]5[CH2:35][CH2:34]5)=[C:25]([O:36][CH3:37])[CH:24]=4)=[O:22])[CH2:17][CH2:16]2)[CH2:14][C:13]3=[O:42])[CH:7]=[N:6][CH:5]=1.[OH-].[Na+:45].Cl. (4) Given the product [CH3:25][O:26][C:27](=[O:28])[CH2:29][C@:30]1([CH2:36][N:20]=[C:23]=[O:8])[CH2:34][CH2:33][C@@H:32]([CH3:35])[CH2:31]1, predict the reactants needed to synthesize it. The reactants are: C1(P(N=[N+]=[N-])(C2C=CC=CC=2)=[O:8])C=CC=CC=1.C([N:20]([CH2:23]C)CC)C.[CH3:25][O:26][C:27]([CH2:29][C@:30]1([CH2:36]C(O)=O)[CH2:34][CH2:33][C@@H:32]([CH3:35])[CH2:31]1)=[O:28]. (5) Given the product [OH:35][CH2:34][CH2:33][N:4]1[C:5]([CH3:32])=[C:6]([C:7]2[CH:8]=[CH:9][C:10]3[N:11]([C:13]([C:16]([NH:17][C:18]4[CH:23]=[C:22]([C:24]5[N:28]=[C:27]([CH3:29])[O:26][N:25]=5)[CH:21]=[CH:20][C:19]=4[CH3:30])=[O:31])=[CH:14][N:15]=3)[CH:12]=2)[C:2]([CH3:1])=[N:3]1, predict the reactants needed to synthesize it. The reactants are: [CH3:1][C:2]1[C:6]([C:7]2[CH:8]=[CH:9][C:10]3[N:11]([C:13]([C:16](=[O:31])[NH:17][C:18]4[CH:23]=[C:22]([C:24]5[N:28]=[C:27]([CH3:29])[O:26][N:25]=5)[CH:21]=[CH:20][C:19]=4[CH3:30])=[CH:14][N:15]=3)[CH:12]=2)=[C:5]([CH3:32])[N:4]([CH2:33][C:34](O)=[O:35])[N:3]=1.B. (6) Given the product [NH2:1][C:2]1[CH:3]=[C:4]([C:15]([F:18])([F:17])[F:16])[C:5]2[N:6]([C:8]([Cl:14])=[C:9]([C:11]([N:19]3[CH2:20][CH2:21][CH:22]([N:25]4[CH2:29][CH2:28][O:27][C:26]4=[O:30])[CH2:23][CH2:24]3)=[O:13])[N:10]=2)[CH:7]=1, predict the reactants needed to synthesize it. The reactants are: [NH2:1][C:2]1[CH:3]=[C:4]([C:15]([F:18])([F:17])[F:16])[C:5]2[N:6]([C:8]([Cl:14])=[C:9]([C:11]([OH:13])=O)[N:10]=2)[CH:7]=1.[NH:19]1[CH2:24][CH2:23][CH:22]([N:25]2[CH2:29][CH2:28][O:27][C:26]2=[O:30])[CH2:21][CH2:20]1.C(N(CC)C(C)C)(C)C.C1CN([P+](Br)(N2CCCC2)N2CCCC2)CC1.F[P-](F)(F)(F)(F)F. (7) Given the product [CH2:95]([O:94][C:93]([NH:92][C@@H:48]([C:47]([CH3:104])([CH3:103])[CH3:46])[C:49]([N:50]1[C@H:51]([C:78](=[O:90])[NH:79][C@H:80]2[C:89]3[C:84](=[CH:85][CH:86]=[CH:87][CH:88]=3)[CH2:83][CH2:82][CH2:81]2)[CH2:52][C@H:53]([C:55]2[CH:64]=[C:63]3[C:58]([CH2:59][C@@H:60]([C:65](=[O:77])[NH:66][C@H:67]4[C:76]5[C:71](=[CH:72][CH:73]=[CH:74][CH:75]=5)[CH2:70][CH2:69][CH2:68]4)[N:61]([C:10](=[O:12])[C@@H:9]([NH:8][C:6]([O:5][C:1]([CH3:2])([CH3:3])[CH3:4])=[O:7])[C:13]([S:16][CH2:17][C:18]([O:20][CH3:21])=[O:19])([CH3:15])[CH3:14])[CH2:62]3)=[CH:57][CH:56]=2)[CH2:54]1)=[O:91])=[O:102])[C:96]1[CH:97]=[CH:98][CH:99]=[CH:100][CH:101]=1, predict the reactants needed to synthesize it. The reactants are: [C:1]([O:5][C:6]([NH:8][C@@H:9]([C:13]([S:16][CH2:17][C:18]([O:20][CH3:21])=[O:19])([CH3:15])[CH3:14])[C:10]([OH:12])=O)=[O:7])([CH3:4])([CH3:3])[CH3:2].CN(C(ON1N=NC2C=CC=NC1=2)=[N+](C)C)C.F[P-](F)(F)(F)(F)F.[CH3:46][C:47]([CH3:104])([CH3:103])[C@H:48]([NH:92][C:93](=[O:102])[O:94][CH2:95][C:96]1[CH:101]=[CH:100][CH:99]=[CH:98][CH:97]=1)[C:49](=[O:91])[N:50]1[CH2:54][C@@H:53]([C:55]2[CH:64]=[C:63]3[C:58]([CH2:59][C@@H:60]([C:65](=[O:77])[NH:66][C@H:67]4[C:76]5[C:71](=[CH:72][CH:73]=[CH:74][CH:75]=5)[CH2:70][CH2:69][CH2:68]4)[NH:61][CH2:62]3)=[CH:57][CH:56]=2)[CH2:52][C@H:51]1[C:78](=[O:90])[NH:79][C@H:80]1[C:89]2[C:84](=[CH:85][CH:86]=[CH:87][CH:88]=2)[CH2:83][CH2:82][CH2:81]1.CN1CCOCC1.